Dataset: Full USPTO retrosynthesis dataset with 1.9M reactions from patents (1976-2016). Task: Predict the reactants needed to synthesize the given product. (1) Given the product [OH:11][C:12]1[C:13]([CH3:24])=[C:14]2[C:18](=[CH:19][C:20]=1[CH3:21])[NH:17][C:16](=[O:22])[C:15]2=[O:23].[OH:11][C:12]1[C:13]([CH3:24])=[C:14]2[C:18](=[CH:19][C:20]=1[CH3:21])[NH:17][C:16](=[O:22])[C:15]2=[N:32][NH:31][C:30]1[CH:29]=[CH:28][C:27]([S:33]([NH2:36])(=[O:34])=[O:35])=[CH:26][CH:25]=1, predict the reactants needed to synthesize it. The reactants are: OC1C(C)=CC(N)=CC=1C.[OH:11][C:12]1[C:13]([CH3:24])=[C:14]2[C:18](=[CH:19][C:20]=1[CH3:21])[NH:17][C:16](=[O:22])[C:15]2=[O:23].[CH:25]1[C:30]([NH:31][NH2:32])=[CH:29][CH:28]=[C:27]([S:33]([NH2:36])(=[O:35])=[O:34])[CH:26]=1.Cl. (2) Given the product [F:1][C:2]1[CH:3]=[C:4]([CH:28]=[CH:29][C:30]=1[F:31])[CH2:5][NH:6][C:7]([C:9]1[C:17]2[C:12](=[CH:13][C:14]([O:18][C:33]3[S:34][CH:35]=[CH:36][N:37]=3)=[CH:15][CH:16]=2)[N:11]([CH2:19][C:20]2[O:21][CH:22]=[CH:23][N:24]=2)[C:10]=1[CH:25]([CH3:27])[CH3:26])=[O:8], predict the reactants needed to synthesize it. The reactants are: [F:1][C:2]1[CH:3]=[C:4]([CH:28]=[CH:29][C:30]=1[F:31])[CH2:5][NH:6][C:7]([C:9]1[C:17]2[C:12](=[CH:13][C:14]([OH:18])=[CH:15][CH:16]=2)[N:11]([CH2:19][C:20]2[O:21][CH:22]=[CH:23][N:24]=2)[C:10]=1[CH:25]([CH3:27])[CH3:26])=[O:8].Br[C:33]1[S:34][CH:35]=[CH:36][N:37]=1. (3) Given the product [CH3:1][O:2][C:3]([C:5]1[C:9]([C:10]2[CH:15]=[CH:14][CH:13]=[CH:12][CH:11]=2)=[C:8]([C:16]2[CH:21]=[CH:20][CH:19]=[CH:18][CH:17]=2)[N:7]([CH2:23][CH2:24][CH2:25][O:26][CH3:27])[CH:6]=1)=[O:4], predict the reactants needed to synthesize it. The reactants are: [CH3:1][O:2][C:3]([C:5]1[C:9]([C:10]2[CH:15]=[CH:14][CH:13]=[CH:12][CH:11]=2)=[C:8]([C:16]2[CH:21]=[CH:20][CH:19]=[CH:18][CH:17]=2)[NH:7][CH:6]=1)=[O:4].Br[CH2:23][CH2:24][CH2:25][O:26][CH3:27].[H-].[Na+].C(=O)(O)[O-].[Na+]. (4) Given the product [CH3:14][C:8]1[CH:2]=[CH:3][C:4]2[C:5]([CH:7]=1)=[N:6][O:11][N+:9]=2[O-:10], predict the reactants needed to synthesize it. The reactants are: C[C:2]1[CH:8]=[CH:7][C:5]([NH2:6])=[C:4]([N+:9]([O-:11])=[O:10])[CH:3]=1.[OH-].[Na+].[CH2:14](O)C. (5) The reactants are: [NH2:1][C:2]1[C:3]([C:10]([O:12][CH3:13])=[O:11])=[N:4][C:5](Br)=[C:6]([F:8])[CH:7]=1.[F:14][C:15]1[CH:20]=[CH:19][CH:18]=[C:17]([F:21])[C:16]=1B1OC(C)(C)C(C)(C)O1.CCN(C(C)C)C(C)C. Given the product [NH2:1][C:2]1[C:3]([C:10]([O:12][CH3:13])=[O:11])=[N:4][C:5]([C:16]2[C:15]([F:14])=[CH:20][CH:19]=[CH:18][C:17]=2[F:21])=[C:6]([F:8])[CH:7]=1, predict the reactants needed to synthesize it. (6) Given the product [N:1]1[C:10]2[C:5](=[CH:6][CH:7]=[CH:8][CH:9]=2)[CH:4]=[CH:3][C:2]=1[N:11]1[CH2:16][CH2:15][CH:14]([O:17][C:18]2[C:23]([N:24]3[CH2:29][CH2:28][CH:27]([CH:30]=[O:44])[CH2:26][CH2:25]3)=[CH:22][CH:21]=[CH:20][N:19]=2)[CH2:13][CH2:12]1, predict the reactants needed to synthesize it. The reactants are: [N:1]1[C:10]2[C:5](=[CH:6][CH:7]=[CH:8][CH:9]=2)[CH:4]=[CH:3][C:2]=1[N:11]1[CH2:16][CH2:15][CH:14]([O:17][C:18]2[C:23]([N:24]3[CH2:29][CH2:28][CH:27]([C:30]#N)[CH2:26][CH2:25]3)=[CH:22][CH:21]=[CH:20][N:19]=2)[CH2:13][CH2:12]1.CC(C[AlH]CC(C)C)C.C1C[O:44]CC1. (7) Given the product [CH3:1][O:2][C:3]1[CH:4]=[C:5]([CH:23]=[CH:24][C:25]=1[O:26][CH3:27])[CH2:6][CH:7]1[C:16]2[C:11](=[CH:12][C:13]([O:21][CH3:22])=[C:14]([O:17][CH:18]([CH3:20])[CH3:19])[CH:15]=2)[CH2:10][CH2:9][N:8]1[CH2:29][C:30]([NH:33][CH:34]1[C:42]2[C:37](=[CH:38][CH:39]=[CH:40][CH:41]=2)[CH:36]([CH3:43])[CH2:35]1)=[O:31], predict the reactants needed to synthesize it. The reactants are: [CH3:1][O:2][C:3]1[CH:4]=[C:5]([CH:23]=[CH:24][C:25]=1[O:26][CH3:27])[CH2:6][CH:7]1[C:16]2[C:11](=[CH:12][C:13]([O:21][CH3:22])=[C:14]([O:17][CH:18]([CH3:20])[CH3:19])[CH:15]=2)[CH2:10][CH2:9][NH:8]1.Br[CH2:29][C:30](Br)=[O:31].[NH2:33][CH:34]1[C:42]2[C:37](=[CH:38][CH:39]=[CH:40][CH:41]=2)[CH:36]([CH3:43])[CH2:35]1. (8) The reactants are: [C:1](#[N:10])[CH:2]=[CH:3][C:4]1[CH:9]=[CH:8][CH:7]=[CH:6][CH:5]=1.[CH3:11][C:12]1[NH:16][N:15]=[C:14]([NH2:17])[CH:13]=1.[CH3:18][N:19]([CH3:23])[CH2:20][CH2:21][NH2:22]. Given the product [CH3:18][N:19]([CH3:23])[CH2:20][CH2:21][NH:22][C:3]1[CH:2]=[C:1]([NH:17][C:14]2[CH:13]=[C:12]([CH3:11])[NH:16][N:15]=2)[N:10]=[C:1]([CH:2]=[CH:3][C:4]2[CH:9]=[CH:8][CH:7]=[CH:6][CH:5]=2)[N:10]=1, predict the reactants needed to synthesize it. (9) The reactants are: [CH2:1]1[O:3][CH2:2]1.[CH2:4]([C:13]1([OH:19])[CH2:18][CH2:17][CH2:16][CH2:15][CH2:14]1)[CH2:5][CH2:6][CH2:7][CH2:8][CH2:9][CH2:10][CH2:11][CH3:12]. Given the product [CH2:2]1[O:3][CH2:1]1.[CH2:4]([C:13]1([OH:19])[CH2:14][CH2:15][CH2:16][CH2:17][CH2:18]1)[CH2:5][CH2:6][CH2:7][CH2:8][CH2:9][CH2:10][CH2:11][CH3:12], predict the reactants needed to synthesize it.